Dataset: Reaction yield outcomes from USPTO patents with 853,638 reactions. Task: Predict the reaction yield, written as a fraction of the theoretical maximum amount of product (1.0 means a 100% yield; for example, 0.34 means a 34% yield). (1) The reactants are [Cl:1][C:2]1[CH:7]=[CH:6][C:5]([O:8][C:9]2[CH:14]=[CH:13][C:12]([CH2:15][S:16][C:17]3[NH:18][CH:19]=[C:20]([C:24](OCC)=[O:25])[C:21](=[O:23])[N:22]=3)=[CH:11][CH:10]=2)=[CH:4][C:3]=1[C:29]([F:32])([F:31])[F:30].B.CSC. The catalyst is C1COCC1. The product is [Cl:1][C:2]1[CH:7]=[CH:6][C:5]([O:8][C:9]2[CH:10]=[CH:11][C:12]([CH2:15][S:16][C:17]3[NH:18][CH:19]=[C:20]([CH2:24][OH:25])[C:21](=[O:23])[N:22]=3)=[CH:13][CH:14]=2)=[CH:4][C:3]=1[C:29]([F:30])([F:32])[F:31]. The yield is 0.427. (2) The reactants are [CH3:1][Si:2]([CH3:9])([CH3:8])N1C=CN=C1.[Br:10][C:11]1[CH:16]=[CH:15][C:14]([C:17]([OH:20])([CH3:19])[CH3:18])=[CH:13][CH:12]=1.C(=O)(O)[O-].[Na+]. The catalyst is O1CCCC1. The product is [Br:10][C:11]1[CH:12]=[CH:13][C:14]([C:17]([CH3:19])([O:20][Si:2]([CH3:1])([CH3:8])[CH3:9])[CH3:18])=[CH:15][CH:16]=1. The yield is 0.870.